This data is from Catalyst prediction with 721,799 reactions and 888 catalyst types from USPTO. The task is: Predict which catalyst facilitates the given reaction. (1) Reactant: [Cl:1][C:2]1[CH:7]=[CH:6][C:5]([N:8]2[CH2:13][CH2:12][CH:11]([C:14](N(OC)C)=[O:15])[CH2:10][CH2:9]2)=[CH:4][C:3]=1[O:20][CH3:21].[CH2:22]([Mg]Br)[CH3:23].Cl. Product: [Cl:1][C:2]1[CH:7]=[CH:6][C:5]([N:8]2[CH2:9][CH2:10][CH:11]([C:14](=[O:15])[CH2:22][CH3:23])[CH2:12][CH2:13]2)=[CH:4][C:3]=1[O:20][CH3:21]. The catalyst class is: 332. (2) Reactant: [CH:1]1([C:4]2[CH:32]=[CH:31][C:7]([CH2:8][O:9][C:10]3[CH:15]=[CH:14][C:13]([CH:16]4[CH2:19][N:18]([C:20]([C:22]5[CH:27]=[C:26]([OH:28])[CH:25]=[CH:24][N:23]=5)=[O:21])[CH2:17]4)=[CH:12][C:11]=3[O:29][CH3:30])=[CH:6][CH:5]=2)[CH2:3][CH2:2]1.C([O-])([O-])=O.[K+].[K+].C1(C)C=CC(S(O[CH2:49][C@H:50]2[CH2:54][O:53][C:52]([CH3:56])([CH3:55])[O:51]2)(=O)=O)=CC=1.O. Product: [CH:1]1([C:4]2[CH:32]=[CH:31][C:7]([CH2:8][O:9][C:10]3[CH:15]=[CH:14][C:13]([CH:16]4[CH2:19][N:18]([C:20]([C:22]5[CH:27]=[C:26]([O:28][CH2:49][C@H:50]6[CH2:54][O:53][C:52]([CH3:56])([CH3:55])[O:51]6)[CH:25]=[CH:24][N:23]=5)=[O:21])[CH2:17]4)=[CH:12][C:11]=3[O:29][CH3:30])=[CH:6][CH:5]=2)[CH2:3][CH2:2]1. The catalyst class is: 3. (3) Reactant: [NH2:1][C:2]1[CH:7]=[CH:6][CH:5]=[CH:4][CH:3]=1.[Br:8][C:9]1[CH:10]=[C:11]([S:15](Cl)(=[O:17])=[O:16])[CH:12]=[CH:13][CH:14]=1.CCN(CC)CC.Cl. Product: [Br:8][C:9]1[CH:10]=[C:11]([S:15]([NH:1][C:2]2[CH:7]=[CH:6][CH:5]=[CH:4][CH:3]=2)(=[O:17])=[O:16])[CH:12]=[CH:13][CH:14]=1. The catalyst class is: 20. (4) Reactant: [Br:1][C:2]1[CH:3]=[C:4]2[C:8](=[CH:9][CH:10]=1)[C:7](=[O:11])[NH:6][CH2:5]2.[H-].[Na+].[CH3:14]I.O. Product: [Br:1][C:2]1[CH:3]=[C:4]2[C:8](=[CH:9][CH:10]=1)[C:7](=[O:11])[N:6]([CH3:14])[CH2:5]2. The catalyst class is: 31. (5) Reactant: [NH:1]1[CH:5]=[CH:4][N:3]=[C:2]1[C:6]1[C:7]([O:24][CH3:25])=[CH:8][C:9]([CH:21]([CH3:23])[CH3:22])=[C:10]([CH:20]=1)[O:11][C:12]1[CH:13]([NH2:19])[NH:14][C:15]([NH2:18])=[N:16][CH:17]=1.I[CH3:27].[OH-].[K+]. Product: [CH:21]([C:9]1[CH:8]=[C:7]([O:24][CH3:25])[C:6]([C:2]2[N:1]([CH3:27])[CH:5]=[CH:4][N:3]=2)=[CH:20][C:10]=1[O:11][C:12]1[CH:13]([NH2:19])[NH:14][C:15]([NH2:18])=[N:16][CH:17]=1)([CH3:23])[CH3:22]. The catalyst class is: 21.